Dataset: Full USPTO retrosynthesis dataset with 1.9M reactions from patents (1976-2016). Task: Predict the reactants needed to synthesize the given product. (1) The reactants are: [NH2:1][CH2:2][CH:3]1[CH2:6][N:5]([CH:7]([C:14]2[CH:19]=[CH:18][CH:17]=[CH:16][CH:15]=2)[C:8]2[CH:13]=[CH:12][CH:11]=[CH:10][CH:9]=2)[CH2:4]1.[OH-].[Na+].[C:22](O[C:22]([O:24][C:25]([CH3:28])([CH3:27])[CH3:26])=[O:23])([O:24][C:25]([CH3:28])([CH3:27])[CH3:26])=[O:23]. Given the product [C:25]([O:24][C:22]([NH:1][CH2:2][CH:3]1[CH2:4][N:5]([CH:7]([C:14]2[CH:19]=[CH:18][CH:17]=[CH:16][CH:15]=2)[C:8]2[CH:13]=[CH:12][CH:11]=[CH:10][CH:9]=2)[CH2:6]1)=[O:23])([CH3:28])([CH3:27])[CH3:26], predict the reactants needed to synthesize it. (2) Given the product [CH3:2][O:3][Si:4]([O:7][CH3:8])([O:5][CH3:6])[C:12]1[CH:25]=[CH:24][C:23]2[S:22][C:21]3[C:16](=[CH:17][CH:18]=[CH:19][CH:20]=3)[S:15][C:14]=2[CH:13]=1, predict the reactants needed to synthesize it. The reactants are: [Mg].[CH3:2][O:3][Si:4](OC)([O:7][CH3:8])[O:5][CH3:6].Br[C:12]1[CH:25]=[CH:24][C:23]2[S:22][C:21]3[C:16](=[CH:17][CH:18]=[CH:19][CH:20]=3)[S:15][C:14]=2[CH:13]=1. (3) Given the product [CH2:17]([N:8]([CH2:1][C:2]1[CH:3]=[CH:4][CH:5]=[CH:6][CH:7]=1)[C:9]1[C:10]([CH3:16])=[C:11]([NH:15][S:26]([N:25]([CH3:30])[CH3:24])(=[O:28])=[O:27])[CH:12]=[CH:13][CH:14]=1)[C:18]1[CH:23]=[CH:22][CH:21]=[CH:20][CH:19]=1, predict the reactants needed to synthesize it. The reactants are: [CH2:1]([N:8]([CH2:17][C:18]1[CH:23]=[CH:22][CH:21]=[CH:20][CH:19]=1)[C:9]1[CH:14]=[CH:13][CH:12]=[C:11]([NH2:15])[C:10]=1[CH3:16])[C:2]1[CH:7]=[CH:6][CH:5]=[CH:4][CH:3]=1.[CH3:24][N:25]([CH3:30])[S:26](Cl)(=[O:28])=[O:27]. (4) Given the product [NH2:3][O:12][CH:13]1[CH2:18][CH2:17][CH2:16][N:15]([C:19]([O:21][C:22]([CH3:25])([CH3:24])[CH3:23])=[O:20])[CH2:14]1, predict the reactants needed to synthesize it. The reactants are: O=C1C2C(=CC=CC=2)C(=O)[N:3]1[O:12][CH:13]1[CH2:18][CH2:17][CH2:16][N:15]([C:19]([O:21][C:22]([CH3:25])([CH3:24])[CH3:23])=[O:20])[CH2:14]1.CNN. (5) Given the product [Br:1][C:2]1[C:7](=[O:8])[N:6]([CH3:16])[CH:5]=[C:4]([C:9]([N:11]([CH3:13])[CH3:12])=[O:10])[CH:3]=1, predict the reactants needed to synthesize it. The reactants are: [Br:1][C:2]1[C:7](=[O:8])[NH:6][CH:5]=[C:4]([C:9]([N:11]([CH3:13])[CH3:12])=[O:10])[CH:3]=1.IC.[C:16](=O)([O-])[O-].[K+].[K+]. (6) The reactants are: [OH-].[Na+].C[O:4][C:5](=[O:42])[CH2:6][C:7]1[CH:8]=[C:9]([C:15]2[CH:20]=[CH:19][C:18]([C:21]([CH2:39][CH3:40])([C:24]3[CH:29]=[CH:28][C:27](/[CH:30]=[CH:31]/[C:32]([CH2:36][CH3:37])([OH:35])[CH2:33][CH3:34])=[C:26]([CH3:38])[CH:25]=3)[CH2:22][CH3:23])=[CH:17][C:16]=2[CH3:41])[C:10]([O:13][CH3:14])=[CH:11][CH:12]=1.[Cl-].[NH4+]. Given the product [CH2:22]([C:21]([C:18]1[CH:19]=[CH:20][C:15]([C:9]2[C:10]([O:13][CH3:14])=[CH:11][CH:12]=[C:7]([CH2:6][C:5]([OH:42])=[O:4])[CH:8]=2)=[C:16]([CH3:41])[CH:17]=1)([C:24]1[CH:29]=[CH:28][C:27](/[CH:30]=[CH:31]/[C:32]([CH2:33][CH3:34])([OH:35])[CH2:36][CH3:37])=[C:26]([CH3:38])[CH:25]=1)[CH2:39][CH3:40])[CH3:23], predict the reactants needed to synthesize it. (7) Given the product [Cl:1][C:2]1[CH:3]=[CH:4][C:5]([CH:8]([O:29][C:34]2[CH:33]=[CH:32][C:31]([F:30])=[C:36]([F:37])[CH:35]=2)[CH2:9][CH2:10][N:11]2[CH2:16][CH2:15][CH:14]([C:17]3[CH:18]=[C:19]([NH:23][C:24](=[O:28])[CH:25]([CH3:26])[CH3:27])[CH:20]=[CH:21][CH:22]=3)[CH2:13][CH2:12]2)=[CH:6][CH:7]=1, predict the reactants needed to synthesize it. The reactants are: [Cl:1][C:2]1[CH:7]=[CH:6][C:5]([CH:8]([OH:29])[CH2:9][CH2:10][N:11]2[CH2:16][CH2:15][CH:14]([C:17]3[CH:18]=[C:19]([NH:23][C:24](=[O:28])[CH:25]([CH3:27])[CH3:26])[CH:20]=[CH:21][CH:22]=3)[CH2:13][CH2:12]2)=[CH:4][CH:3]=1.[F:30][C:31]1[CH:32]=[C:33](O)[CH:34]=[CH:35][C:36]=1[F:37].